This data is from Forward reaction prediction with 1.9M reactions from USPTO patents (1976-2016). The task is: Predict the product of the given reaction. (1) Given the reactants [CH:1]1([N:6]2[CH2:12][C:11]([F:14])([F:13])[C:10](=[O:15])[N:9]([CH2:16][CH3:17])[C:8]3[CH:18]=[N:19][C:20]([NH:22][C:23]4[CH:31]=[CH:30][C:26]([C:27](O)=[O:28])=[CH:25][C:24]=4[O:32][CH3:33])=[N:21][C:7]2=3)[CH2:5][CH2:4][CH2:3][CH2:2]1.F[P-](F)(F)(F)(F)F.C[N:42](C(N(C)C)=[N+]1C2C(=NC=CC=2)[N+]([O-])=N1)C.C(N(C(C)C)CC)(C)C.[Cl-].[NH4+], predict the reaction product. The product is: [CH:1]1([N:6]2[CH2:12][C:11]([F:13])([F:14])[C:10](=[O:15])[N:9]([CH2:16][CH3:17])[C:8]3[CH:18]=[N:19][C:20]([NH:22][C:23]4[CH:31]=[CH:30][C:26]([C:27]([NH2:42])=[O:28])=[CH:25][C:24]=4[O:32][CH3:33])=[N:21][C:7]2=3)[CH2:5][CH2:4][CH2:3][CH2:2]1. (2) Given the reactants Cl.C(OC([NH:9][CH2:10][C:11]1[CH:16]=[CH:15][C:14]([NH:17][C:18](=[O:23])[C:19]([CH3:22])([CH3:21])[CH3:20])=[CH:13][CH:12]=1)=O)(C)(C)C, predict the reaction product. The product is: [CH3:20][C:19]([CH3:22])([CH3:21])[C:18]([NH:17][C:14]1[CH:15]=[CH:16][C:11]([CH2:10][NH2:9])=[CH:12][CH:13]=1)=[O:23]. (3) The product is: [CH3:18][O:19][C:10]1[CH:9]=[C:8]2[C:4]([C:5]([CH:11]3[CH2:15][C:14](=[O:16])[NH:13][C:12]3=[O:17])=[CH:6][NH:7]2)=[CH:3][CH:2]=1. Given the reactants F[C:2]1[CH:3]=[C:4]2[C:8](=[CH:9][CH:10]=1)[NH:7][CH:6]=[C:5]2[CH:11]1[CH2:15][C:14](=[O:16])[NH:13][C:12]1=[O:17].[CH3:18][O:19]C1C=C2C(C=CN2)=CC=1.C1(=O)NC(=O)C=C1, predict the reaction product. (4) Given the reactants [CH3:1][N:2]([CH3:27])[C:3]([C:5]1[N:10]=[C:9]2[C:11](Br)=[C:12]([CH3:14])[NH:13][C:8]2=[C:7]([NH:16][CH2:17][C:18]2[C:23]([CH3:24])=[CH:22][CH:21]=[CH:20][C:19]=2[CH2:25][CH3:26])[CH:6]=1)=[O:4].[CH3:28]B1OB(C)OB(C)O1.C(=O)([O-])[O-].[Cs+].[Cs+].Cl, predict the reaction product. The product is: [CH3:1][N:2]([CH3:27])[C:3]([C:5]1[N:10]=[C:9]2[C:11]([CH3:28])=[C:12]([CH3:14])[NH:13][C:8]2=[C:7]([NH:16][CH2:17][C:18]2[C:23]([CH3:24])=[CH:22][CH:21]=[CH:20][C:19]=2[CH2:25][CH3:26])[CH:6]=1)=[O:4].[CH3:27][N:2]([CH3:1])[C:3]([C:5]1[N:10]=[C:9]2[CH:11]=[C:12]([CH3:14])[NH:13][C:8]2=[C:7]([NH:16][CH2:17][C:18]2[C:23]([CH3:24])=[CH:22][CH:21]=[CH:20][C:19]=2[CH2:25][CH3:26])[CH:6]=1)=[O:4]. (5) The product is: [CH3:1][O:2][C:3]1[CH:4]=[C:5]2[C:9](=[C:10]([CH3:12])[CH:11]=1)[NH:8][C:7]([C:13]1[C:14]([CH3:20])=[N:15][N:16]([CH3:19])[C:17]=1[CH3:18])=[C:6]2/[CH:21]=[C:34]1\[O:35][C:31]2[CH:30]=[CH:29][C:28]([NH:27][C:25]([NH:24][CH3:23])=[O:26])=[CH:37][C:32]=2[C:33]\1=[O:36]. Given the reactants [CH3:1][O:2][C:3]1[CH:4]=[C:5]2[C:9](=[C:10]([CH3:12])[CH:11]=1)[NH:8][C:7]([C:13]1[C:14]([CH3:20])=[N:15][N:16]([CH3:19])[C:17]=1[CH3:18])=[C:6]2[CH:21]=O.[CH3:23][NH:24][C:25]([NH:27][C:28]1[CH:29]=[CH:30][C:31]2[O:35][CH2:34][C:33](=[O:36])[C:32]=2[CH:37]=1)=[O:26].C([O-])([O-])=O.[Na+].[Na+], predict the reaction product. (6) Given the reactants [CH2:1]([O:3][C:4](=[O:24])[C@@H:5]([O:22][CH3:23])[CH2:6][C:7]1[CH:12]=[CH:11][C:10]([O:13][CH2:14][C:15]([O:17]C(C)(C)C)=[O:16])=[CH:9][CH:8]=1)[CH3:2].FC(F)(F)C(O)=O, predict the reaction product. The product is: [CH2:1]([O:3][C:4](=[O:24])[C@@H:5]([O:22][CH3:23])[CH2:6][C:7]1[CH:12]=[CH:11][C:10]([O:13][CH2:14][C:15]([OH:17])=[O:16])=[CH:9][CH:8]=1)[CH3:2]. (7) Given the reactants [H-].[Al+3].[Li+].[H-].[H-].[H-].[Br:7][C:8]1[CH:9]=[C:10]2[C:15](=[CH:16][CH:17]=1)[CH:14]=[C:13]([C:18](OC)=[O:19])[CH:12]=[CH:11]2, predict the reaction product. The product is: [Br:7][C:8]1[CH:9]=[C:10]2[C:15](=[CH:16][CH:17]=1)[CH:14]=[C:13]([CH2:18][OH:19])[CH:12]=[CH:11]2. (8) Given the reactants [C:1]([C:4]1[N:9]=[C:8]([C:10]([O:12][CH3:13])=[O:11])[CH:7]=[CH:6][CH:5]=1)(=O)[NH2:2].P12(SP3(SP(SP(S3)(S1)=S)(=S)S2)=S)=[S:15], predict the reaction product. The product is: [C:1]([C:4]1[N:9]=[C:8]([C:10]([O:12][CH3:13])=[O:11])[CH:7]=[CH:6][CH:5]=1)(=[S:15])[NH2:2]. (9) The product is: [NH2:7][C:5]1[S:6][C:2]([C:16]#[N:17])=[C:3]([C:8]2[CH:13]=[CH:12][N:11]=[C:10]([S:14][CH3:15])[N:9]=2)[N:4]=1. Given the reactants Br[C:2]1[S:6][C:5]([NH2:7])=[N:4][C:3]=1[C:8]1[CH:13]=[CH:12][N:11]=[C:10]([S:14][CH3:15])[N:9]=1.[CH3:16][N:17](C=O)C, predict the reaction product. (10) Given the reactants [CH3:1][C:2]([O:5][C:6]([N:8]1[CH2:15][C@@H:14]([OH:16])[CH2:13][C@H:9]1[C:10]([OH:12])=O)=[O:7])([CH3:4])[CH3:3].Cl.[NH2:18][C@:19]1([C:24]([O:26][CH2:27][CH3:28])=[O:25])[CH2:21][C@H:20]1[CH:22]=[CH2:23].CN(C(ON1N=NC2C=CC=NC1=2)=[N+](C)C)C.F[P-](F)(F)(F)(F)F.C(N(C(C)C)CC)(C)C, predict the reaction product. The product is: [CH:22]([C@@H:20]1[CH2:21][C@:19]1([NH:18][C:10]([C@@H:9]1[CH2:13][C@H:14]([OH:16])[CH2:15][N:8]1[C:6]([O:5][C:2]([CH3:1])([CH3:3])[CH3:4])=[O:7])=[O:12])[C:24]([O:26][CH2:27][CH3:28])=[O:25])=[CH2:23].